The task is: Predict the reaction yield, written as a fraction of the theoretical maximum amount of product (1.0 means a 100% yield; for example, 0.34 means a 34% yield).. This data is from Reaction yield outcomes from USPTO patents with 853,638 reactions. (1) The product is [F:1][C:2]([CH3:36])([CH3:35])[CH2:3][N:4]1[CH2:9][CH2:8][CH:7]([CH2:10][O:11][C:12]2[CH:13]=[CH:14][C:15]([C:18]3[C:19]([C:24]([N:26]4[CH2:30][CH2:29][CH2:28][C@@H:27]4[C:31]([OH:33])=[O:32])=[O:25])=[CH:20][CH:21]=[CH:22][CH:23]=3)=[CH:16][CH:17]=2)[CH2:6][CH2:5]1. The reactants are [F:1][C:2]([CH3:36])([CH3:35])[CH2:3][N:4]1[CH2:9][CH2:8][CH:7]([CH2:10][O:11][C:12]2[CH:17]=[CH:16][C:15]([C:18]3[C:19]([C:24]([N:26]4[CH2:30][CH2:29][CH2:28][C@@H:27]4[C:31]([O:33]C)=[O:32])=[O:25])=[CH:20][CH:21]=[CH:22][CH:23]=3)=[CH:14][CH:13]=2)[CH2:6][CH2:5]1.O[Li].O.Cl. The catalyst is C1COCC1.O.CO. The yield is 0.800. (2) The reactants are C[Al](C)C.[C:5]([N:9]1[C:13]([NH2:14])=[CH:12][C:11]([CH2:15][CH2:16][C:17]2[CH:22]=[CH:21][CH:20]=[C:19]([O:23][CH3:24])[CH:18]=2)=[N:10]1)([CH3:8])([CH3:7])[CH3:6].[N:25]1([C:31]2[CH:41]=[CH:40][C:34]([C:35](OCC)=[O:36])=[CH:33][CH:32]=2)[CH2:30][CH2:29][NH:28][CH2:27][CH2:26]1. The catalyst is C1(C)C=CC=CC=1. The product is [C:5]([N:9]1[C:13]([NH:14][C:35](=[O:36])[C:34]2[CH:33]=[CH:32][C:31]([N:25]3[CH2:30][CH2:29][NH:28][CH2:27][CH2:26]3)=[CH:41][CH:40]=2)=[CH:12][C:11]([CH2:15][CH2:16][C:17]2[CH:22]=[CH:21][CH:20]=[C:19]([O:23][CH3:24])[CH:18]=2)=[N:10]1)([CH3:8])([CH3:7])[CH3:6]. The yield is 0.225. (3) The reactants are [NH2:1][C:2]1[CH:7]=[CH:6][C:5]([CH2:8][CH2:9][NH:10][C:11]2[C:20]3[C:15](=[CH:16][C:17]([O:21][CH2:22][CH2:23][CH2:24][Cl:25])=[CH:18][CH:19]=3)[N:14]=[CH:13][N:12]=2)=[CH:4][CH:3]=1.[C:26]1([N:32]=[C:33]=[O:34])[CH:31]=[CH:30][CH:29]=[CH:28][CH:27]=1. The catalyst is C(Cl)Cl. The product is [Cl:25][CH2:24][CH2:23][CH2:22][O:21][C:17]1[CH:16]=[C:15]2[C:20]([C:11]([NH:10][CH2:9][CH2:8][C:5]3[CH:6]=[CH:7][C:2]([NH:1][C:33]([NH:32][C:26]4[CH:31]=[CH:30][CH:29]=[CH:28][CH:27]=4)=[O:34])=[CH:3][CH:4]=3)=[N:12][CH:13]=[N:14]2)=[CH:19][CH:18]=1. The yield is 0.930. (4) The yield is 0.490. The catalyst is C(Cl)Cl.CN(C=O)C.N1C=CC=CC=1. The reactants are [C:1]([CH2:3][C:4]([OH:6])=O)#[N:2].C(Cl)(=O)C(Cl)=O.[NH2:13][C:14]1[CH:19]=[C:18]([O:20][C:21]2[C:26]([Cl:27])=[CH:25][C:24]([NH:28][C:29]([N:31]3[CH2:35][CH2:34][N:33]([CH:36]4[CH2:41][CH2:40][O:39][CH2:38][CH2:37]4)[C:32]3=[O:42])=[O:30])=[C:23]([F:43])[CH:22]=2)[CH:17]=[CH:16][N:15]=1. The product is [Cl:27][C:26]1[C:21]([O:20][C:18]2[CH:17]=[CH:16][N:15]=[C:14]([NH:13][C:4](=[O:6])[CH2:3][C:1]#[N:2])[CH:19]=2)=[CH:22][C:23]([F:43])=[C:24]([NH:28][C:29]([N:31]2[CH2:35][CH2:34][N:33]([CH:36]3[CH2:41][CH2:40][O:39][CH2:38][CH2:37]3)[C:32]2=[O:42])=[O:30])[CH:25]=1. (5) The product is [C:1]([C:5]1[C:13]2[C:8](=[CH:9][CH:10]=[C:11]([NH2:14])[CH:12]=2)[NH:7][CH:6]=1)([CH3:4])([CH3:2])[CH3:3]. The reactants are [C:1]([C:5]1[C:13]2[C:8](=[CH:9][CH:10]=[C:11]([N+:14]([O-])=O)[CH:12]=2)[NH:7][CH:6]=1)([CH3:4])([CH3:3])[CH3:2]. The yield is 0.190. The catalyst is CO.[Ni]. (6) The yield is 0.363. The catalyst is C(Cl)Cl. The product is [Cl:9][C:8]1[C:3]([CH2:2][NH:1][C:15]([N:17]2[CH2:18][CH2:19][CH2:32][CH:33]([C:37]([O:39][CH3:40])=[O:38])[CH2:21]2)=[O:16])=[N:4][CH:5]=[CH:6][N:7]=1. The reactants are [NH2:1][CH2:2][C:3]1[C:8]([Cl:9])=[N:7][CH:6]=[CH:5][N:4]=1.C1N=CN([C:15]([N:17]2[CH:21]=N[CH:19]=[CH:18]2)=[O:16])C=1.CCN(C(C)C)C(C)C.N1CCC[CH:33]([C:37]([O:39][CH3:40])=[O:38])[CH2:32]1. (7) The reactants are [CH3:1][O:2][CH2:3][O:4][C:5]1[CH:14]=[CH:13][C:8]([C:9]([O:11]C)=[O:10])=[CH:7][CH:6]=1.[OH-].[Li+]. No catalyst specified. The product is [CH3:1][O:2][CH2:3][O:4][C:5]1[CH:14]=[CH:13][C:8]([C:9]([OH:11])=[O:10])=[CH:7][CH:6]=1. The yield is 0.880. (8) The reactants are [H-].[H-].[H-].[H-].[Li+].[Al+3].[C:7]([C:10]1[CH:11]=[N:12][C:13]2[C:18]([C:19]=1[NH:20][C:21]1[CH:26]=[CH:25][CH:24]=[C:23]([O:27][CH3:28])[CH:22]=1)=[CH:17][C:16]([S:29]([C:32]1[CH:33]=[C:34]([CH:57]=[CH:58][CH:59]=1)[C:35]([NH:37][C:38]1[CH:43]=[CH:42][C:41]([C:44]3[CH:49]=[CH:48][C:47]([CH2:50][CH2:51][CH2:52][C:53](OC)=[O:54])=[CH:46][CH:45]=3)=[CH:40][CH:39]=1)=[O:36])(=[O:31])=[O:30])=[CH:15][C:14]=2[CH3:60])(=[O:9])[NH2:8].O.[OH-].[Na+]. The catalyst is C1COCC1.CCOC(C)=O.C(Cl)Cl.CO. The product is [OH:54][CH2:53][CH2:52][CH2:51][CH2:50][C:47]1[CH:48]=[CH:49][C:44]([C:41]2[CH:42]=[CH:43][C:38]([NH:37][C:35]([C:34]3[CH:33]=[C:32]([S:29]([C:16]4[CH:17]=[C:18]5[C:13](=[C:14]([CH3:60])[CH:15]=4)[N:12]=[CH:11][C:10]([C:7]([NH2:8])=[O:9])=[C:19]5[NH:20][C:21]4[CH:26]=[CH:25][CH:24]=[C:23]([O:27][CH3:28])[CH:22]=4)(=[O:30])=[O:31])[CH:59]=[CH:58][CH:57]=3)=[O:36])=[CH:39][CH:40]=2)=[CH:45][CH:46]=1. The yield is 0.430. (9) The reactants are [CH:1]1([C:6]([C:8]2[CH:13]=[C:12]([CH3:14])[CH:11]=[CH:10][C:9]=2[NH:15][C:16](=[O:30])[NH:17][C:18]2[S:19][CH:20]=[C:21]([CH2:23][CH2:24]OS(C)(=O)=O)[N:22]=2)=[O:7])[CH2:5][CH2:4][CH2:3][CH2:2]1.[NH:31]1[CH:35]=[CH:34][N:33]=[C:32]1[SH:36]. No catalyst specified. The product is [CH:1]1([C:6]([C:8]2[CH:13]=[C:12]([CH3:14])[CH:11]=[CH:10][C:9]=2[NH:15][C:16]([NH:17][C:18]2[S:19][CH:20]=[C:21]([CH2:23][CH2:24][S:36][C:32]3[NH:31][CH:35]=[CH:34][N:33]=3)[N:22]=2)=[O:30])=[O:7])[CH2:2][CH2:3][CH2:4][CH2:5]1. The yield is 0.500. (10) The reactants are [NH2:1][C:2]1[C:7]([NH:8][C:9]2[CH:14]=[CH:13][C:12]([I:15])=[CH:11][C:10]=2[F:16])=[C:6]([CH3:17])[C:5](=[O:18])[N:4]2[CH2:19][CH2:20][N:21]([CH2:22][C:23]3[CH:28]=[CH:27][CH:26]=[CH:25][CH:24]=3)[C:3]=12.[CH:29]1([S:32](Cl)(=[O:34])=[O:33])[CH2:31][CH2:30]1. The catalyst is N1C=CC=CC=1. The product is [CH2:22]([N:21]1[C:3]2=[C:2]([NH:1][S:32]([CH:29]3[CH2:31][CH2:30]3)(=[O:34])=[O:33])[C:7]([NH:8][C:9]3[CH:14]=[CH:13][C:12]([I:15])=[CH:11][C:10]=3[F:16])=[C:6]([CH3:17])[C:5](=[O:18])[N:4]2[CH2:19][CH2:20]1)[C:23]1[CH:24]=[CH:25][CH:26]=[CH:27][CH:28]=1. The yield is 0.132.